This data is from Forward reaction prediction with 1.9M reactions from USPTO patents (1976-2016). The task is: Predict the product of the given reaction. (1) Given the reactants Br[C:2]1[CH:16]=[CH:15][C:5]2[C:6]([N:9]3[CH2:14][CH2:13][O:12][CH2:11][CH2:10]3)=[N:7][O:8][C:4]=2[CH:3]=1.[CH:17]1([CH2:20][NH:21][C:22](=[O:38])[C:23]2[CH:28]=[CH:27][CH:26]=[C:25](B3OC(C)(C)C(C)(C)O3)[CH:24]=2)[CH2:19]C1.[C:39](=O)([O-])[O-].[Na+].[Na+], predict the reaction product. The product is: [CH:20]1([NH:21][C:22](=[O:38])[C:23]2[CH:24]=[CH:25][C:26]([CH3:39])=[C:27]([C:2]3[CH:16]=[CH:15][C:5]4[C:6]([N:9]5[CH2:14][CH2:13][O:12][CH2:11][CH2:10]5)=[N:7][O:8][C:4]=4[CH:3]=3)[CH:28]=2)[CH2:17][CH2:19]1. (2) Given the reactants [NH2:1][C:2]1[C:7]([C:8]([F:11])([F:10])[F:9])=[CH:6][CH:5]=[CH:4][C:3]=1[C:12]([C:14]1[CH:19]=[CH:18][CH:17]=[C:16]([OH:20])[CH:15]=1)=O.[CH3:21][O:22][C:23]1[CH:28]=[CH:27][C:26]([CH2:29][CH:30]=O)=[CH:25][CH:24]=1, predict the reaction product. The product is: [CH3:21][O:22][C:23]1[CH:28]=[CH:27][C:26]([C:29]2[CH:30]=[N:1][C:2]3[C:3]([C:12]=2[C:14]2[CH:15]=[C:16]([OH:20])[CH:17]=[CH:18][CH:19]=2)=[CH:4][CH:5]=[CH:6][C:7]=3[C:8]([F:11])([F:10])[F:9])=[CH:25][CH:24]=1. (3) The product is: [Br:1][C:13]1[CH:14]=[CH:15][C:10]([NH2:9])=[N:11][C:12]=1[Cl:16]. Given the reactants [Br:1]N1C(=O)CCC1=O.[NH2:9][C:10]1[CH:15]=[CH:14][CH:13]=[C:12]([Cl:16])[N:11]=1, predict the reaction product. (4) Given the reactants Cl.[Br:2][C:3]1[CH:8]=[CH:7][C:6]([CH:9]([C:15]2[C:16]([C:30]3[CH:35]=[CH:34][CH:33]=[CH:32][N:31]=3)=[N:17][N:18]([CH2:28][CH3:29])[C:19]=2[NH:20][C:21](=[O:27])[O:22][C:23]([CH3:26])([CH3:25])[CH3:24])[CH2:10][CH:11]=[CH:12][O:13]C)=[CH:5][CH:4]=1.C([O-])(O)=O.[Na+], predict the reaction product. The product is: [Br:2][C:3]1[CH:4]=[CH:5][C:6]([CH:9]([C:15]2[C:16]([C:30]3[CH:35]=[CH:34][CH:33]=[CH:32][N:31]=3)=[N:17][N:18]([CH2:28][CH3:29])[C:19]=2[NH:20][C:21](=[O:27])[O:22][C:23]([CH3:26])([CH3:25])[CH3:24])[CH2:10][CH2:11][CH:12]=[O:13])=[CH:7][CH:8]=1. (5) Given the reactants [N:1]1[CH:6]=[C:5]([C:7]2[CH:15]=[CH:14][CH:13]=[C:12]3[C:8]=2[CH2:9][C:10](=[O:16])[NH:11]3)[CH:4]=[N:3][CH:2]=1.[CH2:17]([O:19][C:20]([C:22]1[C:26]([CH2:27][CH2:28][CH2:29][N:30]2[CH2:35][CH2:34][N:33]([CH3:36])[CH2:32][CH2:31]2)=[C:25]([CH:37]=O)[NH:24][C:23]=1[CH3:39])=[O:21])[CH3:18], predict the reaction product. The product is: [CH2:17]([O:19][C:20]([C:22]1[C:26]([CH2:27][CH2:28][CH2:29][N:30]2[CH2:35][CH2:34][N:33]([CH3:36])[CH2:32][CH2:31]2)=[C:25]([CH:37]=[C:9]2[C:8]3[C:12](=[CH:13][CH:14]=[CH:15][C:7]=3[C:5]3[CH:6]=[N:1][CH:2]=[N:3][CH:4]=3)[NH:11][C:10]2=[O:16])[NH:24][C:23]=1[CH3:39])=[O:21])[CH3:18]. (6) Given the reactants [CH2:1]([Li])[CH2:2][CH2:3]C.[B:6]([O:15][CH:16]([CH3:18])C)([O:11]C(C)C)OC(C)C.Cl.[C:20]([O:23][CH2:24][CH3:25])(=O)[CH3:21].[O:26]1CCC[CH2:27]1, predict the reaction product. The product is: [OH:26][CH2:27][CH2:25][CH2:24][O:23][C:20]1[C:21]2[B:6]([OH:11])[O:15][CH2:16][C:18]=2[CH:3]=[CH:2][CH:1]=1. (7) The product is: [ClH:1].[CH3:13][O:14][C:11]([C:8]1[CH:9]=[CH:10][N:5]2[CH:4]=[CH:3][N:2]=[C:6]2[CH:7]=1)=[NH:12]. Given the reactants [ClH:1].[N:2]1[CH:3]=[CH:4][N:5]2[CH:10]=[CH:9][C:8]([C:11]#[N:12])=[CH:7][C:6]=12.[CH3:13][OH:14], predict the reaction product. (8) Given the reactants [Br:1][C:2]1[C:10]2[C:5](=[N:6][C:7]([NH2:12])=[N:8][C:9]=2Cl)[N:4]([CH3:13])[N:3]=1.[N:14]1([CH2:20][CH2:21][NH2:22])[CH2:19][CH2:18][O:17][CH2:16][CH2:15]1.CN(C=O)C, predict the reaction product. The product is: [Br:1][C:2]1[C:10]2[C:5](=[N:6][C:7]([NH2:12])=[N:8][C:9]=2[NH:22][CH2:21][CH2:20][N:14]2[CH2:19][CH2:18][O:17][CH2:16][CH2:15]2)[N:4]([CH3:13])[N:3]=1.